This data is from Acute oral toxicity (LD50) regression data from Zhu et al.. The task is: Regression/Classification. Given a drug SMILES string, predict its toxicity properties. Task type varies by dataset: regression for continuous values (e.g., LD50, hERG inhibition percentage) or binary classification for toxic/non-toxic outcomes (e.g., AMES mutagenicity, cardiotoxicity, hepatotoxicity). Dataset: ld50_zhu. (1) The drug is CNC(=O)c1c(I)c(C(=O)NCC(=O)Nc2c(I)c(C(=O)O)c(I)c(C(=O)NCCO)c2I)c(I)c(N(C)C(C)=O)c1I. The rat oral LD50 is 1.98, given as -log10 of the dose in mol/kg body weight (higher means more acutely toxic). (2) The molecule is CCOC(=O)c1ccccc1C(=O)OCC. The rat oral LD50 is 1.41, given as -log10 of the dose in mol/kg body weight (higher means more acutely toxic). (3) The molecule is CCCOP(=S)(OCC)SCN1C(=O)c2ccccc2C1=O. The rat oral LD50 is 3.86, given as -log10 of the dose in mol/kg body weight (higher means more acutely toxic). (4) The molecule is Cc1c(Cl)cc(-c2ccc(=O)[nH]n2)cc1Cl. The rat oral LD50 is 1.33, given as -log10 of the dose in mol/kg body weight (higher means more acutely toxic). (5) The molecule is CC(C=O)CC(C)(C=O)CO. The rat oral LD50 is 1.89, given as -log10 of the dose in mol/kg body weight (higher means more acutely toxic). (6) The compound is CC(C)=NNC(N)=S. The rat oral LD50 is 3.43, given as -log10 of the dose in mol/kg body weight (higher means more acutely toxic). (7) The drug is CC(N)C1CCC(c2ccccc2)CC1. The rat oral LD50 is 2.47, given as -log10 of the dose in mol/kg body weight (higher means more acutely toxic). (8) The drug is CC=Cc1ccc(O)c(OC)c1. The rat oral LD50 is 2.02, given as -log10 of the dose in mol/kg body weight (higher means more acutely toxic). (9) The compound is O=C(CCBr)N1CCN(C(=O)CCBr)CC1. The rat oral LD50 is 3.21, given as -log10 of the dose in mol/kg body weight (higher means more acutely toxic).